This data is from Full USPTO retrosynthesis dataset with 1.9M reactions from patents (1976-2016). The task is: Predict the reactants needed to synthesize the given product. (1) Given the product [C:1]([C:5]1[N:6]=[C:7]([N:16]2[CH2:20][CH2:19][C:18]([F:21])([F:22])[CH2:17]2)[C:8]2[C:9](=[N:11][N:12]([CH2:14][C:15]3[N:49]([CH:50]4[CH2:52][CH2:51]4)[N:48]=[N:47][N:46]=3)[N:13]=2)[N:10]=1)([CH3:2])([CH3:3])[CH3:4], predict the reactants needed to synthesize it. The reactants are: [C:1]([C:5]1[N:6]=[C:7]([N:16]2[CH2:20][CH2:19][C:18]([F:22])([F:21])[CH2:17]2)[C:8]2[C:9](=[N:11][N:12]([CH2:14][CH3:15])[N:13]=2)[N:10]=1)([CH3:4])([CH3:3])[CH3:2].C(C1N=C(N2CCC(F)(F)C2)C2N=NNC=2N=1)(C)(C)C.ClCC1[N:49]([CH:50]2[CH2:52][CH2:51]2)[N:48]=[N:47][N:46]=1. (2) The reactants are: C1C2C(COC([NH:18][CH2:19][CH2:20][NH:21][CH2:22][C@@H:23]3[C@H:26]([NH:27][C:28](=[O:55])/[C:29](=[N:43]\[O:44][C:45]([CH3:54])([CH3:53])[C:46]([O:48][C:49]([CH3:52])([CH3:51])[CH3:50])=[O:47])/[C:30]4[N:31]=[C:32]([NH:35][C:36]([O:38][C:39]([CH3:42])([CH3:41])[CH3:40])=[O:37])[S:33][CH:34]=4)[C:25](=[O:56])[NH:24]3)=O)C3C(=CC=CC=3)C=2C=CC=1.N1CCCCC1. Given the product [NH2:18][CH2:19][CH2:20][NH:21][CH2:22][C@@H:23]1[C@H:26]([NH:27][C:28](=[O:55])/[C:29](=[N:43]\[O:44][C:45]([CH3:54])([CH3:53])[C:46]([O:48][C:49]([CH3:52])([CH3:51])[CH3:50])=[O:47])/[C:30]2[N:31]=[C:32]([NH:35][C:36]([O:38][C:39]([CH3:42])([CH3:41])[CH3:40])=[O:37])[S:33][CH:34]=2)[C:25](=[O:56])[NH:24]1, predict the reactants needed to synthesize it. (3) The reactants are: Br[CH2:2][CH2:3][CH2:4][CH3:5].[C:6]([O:10][C:11]([N:13]1[CH:18]([C@@H:19]([OH:33])[C@@H:20]([NH:29][C:30](=[O:32])[CH3:31])[CH2:21][C:22]2[CH:27]=[CH:26][CH:25]=[C:24]([OH:28])[CH:23]=2)[CH2:17][O:16][C@@H:15]([O:34][CH2:35][C:36]([CH3:39])([CH3:38])[CH3:37])[C@@H:14]1[CH3:40])=[O:12])([CH3:9])([CH3:8])[CH3:7].C(=O)([O-])[O-].[Cs+].[Cs+]. Given the product [C:6]([O:10][C:11]([N:13]1[C@@H:18]([C@@H:19]([OH:33])[C@@H:20]([NH:29][C:30](=[O:32])[CH3:31])[CH2:21][C:22]2[CH:27]=[CH:26][CH:25]=[C:24]([O:28][CH2:2][CH2:3][CH2:4][CH3:5])[CH:23]=2)[CH2:17][O:16][C@@H:15]([O:34][CH2:35][C:36]([CH3:39])([CH3:38])[CH3:37])[C@@H:14]1[CH3:40])=[O:12])([CH3:8])([CH3:9])[CH3:7], predict the reactants needed to synthesize it. (4) Given the product [C:35]([OH:40])(=[O:39])[C:36]([OH:38])=[O:37].[CH2:21]([O:20][NH:19][C@H:16]1[CH2:15][NH:14][C@H:13]([C:11]([O:10][CH2:8][CH3:9])=[O:12])[CH2:18][CH2:17]1)[C:22]1[CH:23]=[CH:24][CH:25]=[CH:26][CH:27]=1, predict the reactants needed to synthesize it. The reactants are: C(O)(=O)CC.[BH4-].[Na+].[CH2:8]([O:10][C:11]([C@@H:13]1[CH2:18][CH2:17][C:16](=[N:19][O:20][CH2:21][C:22]2[CH:27]=[CH:26][CH:25]=[CH:24][CH:23]=2)[CH2:15][NH:14]1)=[O:12])[CH3:9].S(=O)(=O)(O)O.O.O.[C:35]([OH:40])(=[O:39])[C:36]([OH:38])=[O:37]. (5) Given the product [CH3:15][NH:14][C:9]1[S:8][C@@H:7]2[C@@H:11]([C@@H:12]3[C@@H:4]([C@@H:5]([C@H:23]([O:28][CH2:29][C:30]4[CH:31]=[CH:32][C:33]([F:36])=[CH:34][CH:35]=4)[C:24]([F:26])([F:27])[F:25])[O:6]2)[O:3][C:2]([CH3:37])([CH3:1])[O:13]3)[N:10]=1, predict the reactants needed to synthesize it. The reactants are: [CH3:1][C:2]1([CH3:37])[O:13][C@H:12]2[C@@H:4]([C@@H:5]([C@H:23]([O:28][CH2:29][C:30]3[CH:35]=[CH:34][C:33]([F:36])=[CH:32][CH:31]=3)[C:24]([F:27])([F:26])[F:25])[O:6][C@H:7]3[C@@H:11]2[N:10]=[C:9]([N:14](C)[C:15](=O)OC(C)(C)C)[S:8]3)[O:3]1.BrC[Mg].